The task is: Predict the reactants needed to synthesize the given product.. This data is from Full USPTO retrosynthesis dataset with 1.9M reactions from patents (1976-2016). (1) Given the product [CH3:15][N:8]1[CH:9]=[C:10]([C:11]([F:13])([F:14])[F:12])[C:6]([C:4]([OH:5])=[O:3])=[N:7]1, predict the reactants needed to synthesize it. The reactants are: C([O:3][C:4]([C:6]1[C:10]([C:11]([F:14])([F:13])[F:12])=[CH:9][N:8]([CH3:15])[N:7]=1)=[O:5])C.[OH-].[Na+]. (2) The reactants are: [CH:1]1[C:14]2[C:5](=[CH:6][C:7]3[C:12]([CH:13]=2)=[CH:11][CH:10]=[CH:9][CH:8]=3)[CH:4]=[CH:3][CH:2]=1.[C:15](Cl)(=[O:18])[CH:16]=[CH2:17].[Cl-].[Al+3].[Cl-].[Cl-]. Given the product [C:15]([C:2]1[CH:3]=[CH:4][C:5]2[C:14](=[CH:13][C:12]3[C:7]([CH:6]=2)=[CH:8][CH:9]=[CH:10][CH:11]=3)[CH:1]=1)(=[O:18])[CH:16]=[CH2:17], predict the reactants needed to synthesize it.